Task: Binary Classification. Given a miRNA mature sequence and a target amino acid sequence, predict their likelihood of interaction.. Dataset: Experimentally validated miRNA-target interactions with 360,000+ pairs, plus equal number of negative samples The miRNA is hsa-miR-493-3p with sequence UGAAGGUCUACUGUGUGCCAGG. The protein sequence of the target gene is MAEKAPPGLNRKTSRSTLSLPPEPVDIIRSKTCSRRVKINVGGLNHEVLWRTLDRLPRTRLGKLRDCNTHESLLEVCDDYNLNENEYFFDRHPGAFTSILNFYRTGKLHMMEEMCALSFGQELDYWGIDEIYLESCCQARYHQKKEQMNEELRREAETMREREGEEFDNTCCPDKRKKLWDLLEKPNSSVAAKILAIVSILFIVLSTIALSLNTLPELQETDEFGQLNDNRQLAHVEAVCIAWFTMEYLLRFLSSPNKWKFFKGPLNVIDLLAILPYYVTIFLTESNKSVLQFQNVRRVV.... Result: 1 (interaction).